Predict the reactants needed to synthesize the given product. From a dataset of Full USPTO retrosynthesis dataset with 1.9M reactions from patents (1976-2016). (1) The reactants are: [CH3:1][N:2]([CH3:31])[C:3]1[N:12]=[C:11]([NH:13][CH2:14][C:15]2[CH:20]=[CH:19][C:18]([NH:21][C:22]([CH:24]3[CH2:29][CH2:28][NH:27][CH2:26][CH2:25]3)=[O:23])=[CH:17][CH:16]=2)[C:10]2[C:5](=[CH:6][C:7]([CH3:30])=[CH:8][CH:9]=2)[N:4]=1.[Cl:32][C:33]1[CH:40]=[CH:39][C:36]([CH:37]=O)=[CH:35][C:34]=1[F:41].Cl. Given the product [Cl:32][C:33]1[CH:40]=[CH:39][C:36]([CH2:37][N:27]2[CH2:28][CH2:29][CH:24]([C:22]([NH:21][C:18]3[CH:17]=[CH:16][C:15]([CH2:14][NH:13][C:11]4[C:10]5[C:5](=[CH:6][C:7]([CH3:30])=[CH:8][CH:9]=5)[N:4]=[C:3]([N:2]([CH3:31])[CH3:1])[N:12]=4)=[CH:20][CH:19]=3)=[O:23])[CH2:25][CH2:26]2)=[CH:35][C:34]=1[F:41], predict the reactants needed to synthesize it. (2) Given the product [Br:24][CH2:20][CH2:27][C:28]1[CH:33]=[CH:32][CH:31]=[CH:30][C:29]=1[N+:34]([O-:36])=[O:35], predict the reactants needed to synthesize it. The reactants are: C1(P(C2C=CC=CC=2)C2C=CC=CC=2)C=CC=CC=1.[C:20]([Br:24])(Br)(Br)Br.OC[CH2:27][C:28]1[CH:33]=[CH:32][CH:31]=[CH:30][C:29]=1[N+:34]([O-:36])=[O:35]. (3) The reactants are: [S:1]1[CH:5]=[CH:4][C:3]2[CH:6]=[CH:7][CH:8]=[C:9]([CH:10]=O)[C:2]1=2.[NH2:12][C:13]1[CH:17]=[CH:16][NH:15][N:14]=1.O=[C:19]([CH2:26][CH2:27][CH3:28])[CH2:20][C:21]([O:23][CH2:24][CH3:25])=[O:22]. Given the product [S:1]1[CH:5]=[CH:4][C:3]2[CH:6]=[CH:7][CH:8]=[C:9]([CH:10]3[C:20]([C:21]([O:23][CH2:24][CH3:25])=[O:22])=[C:19]([CH2:26][CH2:27][CH3:28])[NH:12][C:13]4=[N:14][NH:15][CH:16]=[C:17]34)[C:2]1=2, predict the reactants needed to synthesize it. (4) The reactants are: [Br:1][C:2]1[CH:3]=[CH:4][C:5]([OH:10])=[C:6]([CH:9]=1)[CH:7]=[O:8].C([O-])([O-])=O.[K+].[K+].[CH2:17]([O:19][C:20](=[O:25])[C:21](Br)([CH3:23])[CH3:22])[CH3:18]. Given the product [CH2:17]([O:19][C:20](=[O:25])[C:21]([O:10][C:5]1[CH:4]=[CH:3][C:2]([Br:1])=[CH:9][C:6]=1[CH:7]=[O:8])([CH3:23])[CH3:22])[CH3:18], predict the reactants needed to synthesize it. (5) Given the product [C:1]([C:4]1[CH:5]=[C:6]([NH:11][CH:12]([C:16]2[CH:21]=[CH:20][C:19]([O:22][CH3:23])=[C:18]([O:24][CH3:25])[CH:17]=2)[C:13]([OH:15])=[O:14])[CH:7]=[C:8]([F:36])[CH:9]=1)(=[O:3])[NH2:2], predict the reactants needed to synthesize it. The reactants are: [C:1]([C:4]1[CH:5]=[C:6]([NH:11][CH:12]([C:16]2[CH:21]=[CH:20][C:19]([O:22][CH3:23])=[C:18]([O:24][CH3:25])[CH:17]=2)[C:13]([OH:15])=[O:14])[CH:7]=[C:8](C)[CH:9]=1)(=[O:3])[NH2:2].NC1C=C(C=C([F:36])C=1)C(N)=O.COC1C=C(B(O)O)C=CC=1OC.O.C(O)(=O)C=O.